Predict the reactants needed to synthesize the given product. From a dataset of Full USPTO retrosynthesis dataset with 1.9M reactions from patents (1976-2016). (1) The reactants are: O[CH:2]([C:4]1[CH:5]=[C:6]([C:22]([NH:24][CH2:25][C:26]2[CH:31]=[CH:30][C:29]([S:32]([CH3:35])(=[O:34])=[O:33])=[CH:28][CH:27]=2)=[O:23])[C:7](=[O:21])[N:8]([C:11]2[CH:16]=[CH:15][CH:14]=[C:13]([C:17]([F:20])([F:19])[F:18])[CH:12]=2)[C:9]=1[CH3:10])[CH3:3].S(Cl)(Cl)=O.[N-:40]=[N+:41]=[N-:42].[Na+]. Given the product [N:40]([CH:2]([C:4]1[CH:5]=[C:6]([C:22]([NH:24][CH2:25][C:26]2[CH:31]=[CH:30][C:29]([S:32]([CH3:35])(=[O:34])=[O:33])=[CH:28][CH:27]=2)=[O:23])[C:7](=[O:21])[N:8]([C:11]2[CH:16]=[CH:15][CH:14]=[C:13]([C:17]([F:18])([F:20])[F:19])[CH:12]=2)[C:9]=1[CH3:10])[CH3:3])=[N+:41]=[N-:42], predict the reactants needed to synthesize it. (2) Given the product [CH2:1]([NH:3][CH2:4][CH2:5][CH2:6][CH:7]([NH:10][C:11](=[O:17])[O:12][C:13]([CH3:14])([CH3:16])[CH3:15])[CH3:8])[CH3:2], predict the reactants needed to synthesize it. The reactants are: [CH2:1]([N:3](CC)[CH2:4][CH2:5][CH2:6][CH:7]([NH:10][C:11](=[O:17])[O:12][C:13]([CH3:16])([CH3:15])[CH3:14])[CH2:8]C)[CH3:2].CS(OCCCC(NC(OC(C)(C)C)=O)C)(=O)=O.C(N)C. (3) Given the product [NH2:15][C@@H:16]([CH:39]([CH2:42][CH3:43])[CH2:40][CH3:41])[C:17]([N:19]([C@@H:23]([CH:36]([CH3:38])[CH3:37])[CH2:24][C@H:25]([C:27]1[S:28][CH:29]=[C:30]([C:32]([O:34][CH3:35])=[O:33])[N:31]=1)[OH:26])[CH2:20][CH2:21][CH3:22])=[O:18], predict the reactants needed to synthesize it. The reactants are: C(O)(C(F)(F)F)=O.C(OC([NH:15][C@@H:16]([CH:39]([CH2:42][CH3:43])[CH2:40][CH3:41])[C:17]([N:19]([C@@H:23]([CH:36]([CH3:38])[CH3:37])[CH2:24][C@H:25]([C:27]1[S:28][CH:29]=[C:30]([C:32]([O:34][CH3:35])=[O:33])[N:31]=1)[OH:26])[CH2:20][CH2:21][CH3:22])=[O:18])=O)(C)(C)C. (4) Given the product [O:1]1[C:5]2[CH:6]=[CH:7][CH:8]=[CH:9][C:4]=2[CH:3]=[C:2]1[CH:10]([C:33]1[CH:38]=[CH:37][CH:36]=[CH:35][C:34]=1[O:39][CH3:40])[NH:11][S:12]([C:15]1[CH:25]=[CH:24][C:18]2[O:19][CH2:20][CH2:21][CH2:22][O:23][C:17]=2[CH:16]=1)(=[O:13])=[O:14], predict the reactants needed to synthesize it. The reactants are: [O:1]1[C:5]2[CH:6]=[CH:7][CH:8]=[CH:9][C:4]=2[CH:3]=[C:2]1[CH:10]=[N:11][S:12]([C:15]1[CH:25]=[CH:24][C:18]2[O:19][CH2:20][CH2:21][CH2:22][O:23][C:17]=2[CH:16]=1)(=[O:14])=[O:13].O1CCCC1.Br[Mg][C:33]1[CH:38]=[CH:37][CH:36]=[CH:35][C:34]=1[O:39][CH3:40].[Cl-].[NH4+]. (5) Given the product [NH2:1][C:4]1[CH:5]=[CH:6][C:7]([CH2:10][CH2:11][CH2:12][C:13]([O:15][CH3:16])=[O:14])=[CH:8][CH:9]=1, predict the reactants needed to synthesize it. The reactants are: [N+:1]([C:4]1[CH:9]=[CH:8][C:7]([CH2:10][CH2:11][CH2:12][C:13]([O:15][CH3:16])=[O:14])=[CH:6][CH:5]=1)([O-])=O. (6) Given the product [CH:35]([O:8][CH2:9][CH2:10][C@@H:11]1[CH2:23][C:22]2[C:21]3[C:20]([O:24][CH:25]4[CH2:26][CH2:27][CH:28]([N:31]([CH3:33])[CH3:32])[CH2:29][CH2:30]4)=[N:19][CH:18]=[N:17][C:16]=3[S:15][C:14]=2[CH2:13][CH2:12]1)=[O:36], predict the reactants needed to synthesize it. The reactants are: [Si]([O:8][CH2:9][CH2:10][C@@H:11]1[CH2:23][C:22]2[C:21]3[C:20]([O:24][CH:25]4[CH2:30][CH2:29][CH:28]([N:31]([CH3:33])[CH3:32])[CH2:27][CH2:26]4)=[N:19][CH:18]=[N:17][C:16]=3[S:15][C:14]=2[CH2:13][CH2:12]1)(C(C)(C)C)(C)C.Cl.[CH3:35][OH:36].